From a dataset of Catalyst prediction with 721,799 reactions and 888 catalyst types from USPTO. Predict which catalyst facilitates the given reaction. (1) Reactant: [OH-].[Na+].[CH:3]1([C:6]2[C:11]([C:12]3[CH:17]=[CH:16][C:15]([F:18])=[CH:14][C:13]=3[F:19])=[C:10]([F:20])[C:9]([O:21][CH2:22][CH3:23])=[C:8]([CH2:24][N:25]3[CH2:30][CH2:29][CH:28]([N:31]4[CH:36]=[CH:35][C:34]([C:37]([O:39]C)=[O:38])=[C:33]([CH2:41][CH3:42])[C:32]4=[O:43])[CH2:27][CH2:26]3)[CH:7]=2)[CH2:5][CH2:4]1. Product: [CH:3]1([C:6]2[C:11]([C:12]3[CH:17]=[CH:16][C:15]([F:18])=[CH:14][C:13]=3[F:19])=[C:10]([F:20])[C:9]([O:21][CH2:22][CH3:23])=[C:8]([CH2:24][N:25]3[CH2:26][CH2:27][CH:28]([N:31]4[CH:36]=[CH:35][C:34]([C:37]([OH:39])=[O:38])=[C:33]([CH2:41][CH3:42])[C:32]4=[O:43])[CH2:29][CH2:30]3)[CH:7]=2)[CH2:5][CH2:4]1. The catalyst class is: 8. (2) Reactant: C([N:8]1[CH:21]=[C:20]([C:22]2[CH:27]=[CH:26][CH:25]=[C:24]([S:28]([CH2:31][CH3:32])(=[O:30])=[O:29])[CH:23]=2)[C:11]2[C:12]3[CH:18]=[C:17]([CH3:19])[CH:16]=[N:15][C:13]=3[NH:14][C:10]=2[C:9]1=[O:33])C1C=CC=CC=1. Product: [CH2:31]([S:28]([C:24]1[CH:23]=[C:22]([C:20]2[C:11]3[C:12]4[CH:18]=[C:17]([CH3:19])[CH:16]=[N:15][C:13]=4[NH:14][C:10]=3[C:9](=[O:33])[NH:8][CH:21]=2)[CH:27]=[CH:26][CH:25]=1)(=[O:29])=[O:30])[CH3:32]. The catalyst class is: 152. (3) Reactant: [NH2:1][C:2]1[C:7]([O:8][CH2:9][C:10]2[CH:15]=[CH:14][CH:13]=[CH:12][CH:11]=2)=[CH:6][CH:5]=[CH:4][N:3]=1.[N+:16]([CH2:18][C:19]([O:21][CH3:22])=[O:20])#[C-:17].Cl(O)(=O)(=O)=O. Product: [CH3:22][O:21][C:19](=[O:20])[CH2:18][NH:16][C:17]1[N:3]2[CH:4]=[CH:5][CH:6]=[C:7]([O:8][CH2:9][C:10]3[CH:11]=[CH:12][CH:13]=[CH:14][CH:15]=3)[C:2]2=[N:1][C:9]=1[CH:10]1[CH2:15][CH2:14][CH2:13][CH2:12][CH2:11]1. The catalyst class is: 2. (4) Reactant: [Cl:1][C:2]1[CH:27]=[CH:26][C:25]([Cl:28])=[CH:24][C:3]=1[O:4][C:5]1[C:10]([C:11]([N:13]2[C:22]3[C:17](=[CH:18][CH:19]=[CH:20][CH:21]=3)[NH:16][CH2:15][CH2:14]2)=[O:12])=[CH:9][C:8]([F:23])=[CH:7][N:6]=1.[H-].[Na+].[CH2:31]([O:33][C:34](=[O:39])[CH2:35][CH2:36][CH2:37]Br)[CH3:32]. Product: [CH2:31]([O:33][C:34](=[O:39])[CH2:35][CH2:36][CH2:37][N:16]1[C:17]2[C:22](=[CH:21][CH:20]=[CH:19][CH:18]=2)[N:13]([C:11]([C:10]2[C:5]([O:4][C:3]3[CH:24]=[C:25]([Cl:28])[CH:26]=[CH:27][C:2]=3[Cl:1])=[N:6][CH:7]=[C:8]([F:23])[CH:9]=2)=[O:12])[CH2:14][CH2:15]1)[CH3:32]. The catalyst class is: 3. (5) Reactant: [C:1]([C:4]1[CH:9]=[CH:8][C:7]([NH:10][C:11]([C:13]2[N:14](COCC[Si](C)(C)C)[CH:15]=[C:16]([C:18]#[N:19])[N:17]=2)=[O:12])=[C:6]([C:28]2[CH2:33][CH2:32][C:31]([CH3:35])([CH3:34])[CH2:30][CH:29]=2)[CH:5]=1)(=[O:3])[CH3:2].CCO.C(O)(C(F)(F)F)=O. Product: [C:1]([C:4]1[CH:9]=[CH:8][C:7]([NH:10][C:11]([C:13]2[NH:14][CH:15]=[C:16]([C:18]#[N:19])[N:17]=2)=[O:12])=[C:6]([C:28]2[CH2:33][CH2:32][C:31]([CH3:35])([CH3:34])[CH2:30][CH:29]=2)[CH:5]=1)(=[O:3])[CH3:2]. The catalyst class is: 61. (6) Reactant: [CH:1]([C:3]1[CH:8]=[CH:7][CH:6]=[CH:5][N:4]=1)=O.C1(P(=[CH:28][CH:29]=[O:30])(C2C=CC=CC=2)C2C=CC=CC=2)C=CC=CC=1. Product: [N:4]1[CH:5]=[CH:6][CH:7]=[CH:8][C:3]=1/[CH:1]=[CH:28]/[CH:29]=[O:30]. The catalyst class is: 11. (7) Reactant: [ClH:1].[C:2]([CH2:5][CH2:6][N:7]1[CH:11]=[CH:10][C:9](/[CH:12]=[C:13]2\[CH2:14][N:15]([CH:20]([C:26]3[CH:31]=[CH:30][CH:29]=[CH:28][C:27]=3[F:32])[C:21]([CH:23]3[CH2:25][CH2:24]3)=[O:22])[CH2:16][CH2:17][C@H:18]\2[SH:19])=[N:8]1)([OH:4])=[O:3].N1C=CC=CC=1.[C:39](OC(=O)C)(=[O:41])[CH3:40]. Product: [ClH:1].[C:39]([S:19][C@@H:18]1[CH2:17][CH2:16][N:15]([CH:20]([C:26]2[CH:31]=[CH:30][CH:29]=[CH:28][C:27]=2[F:32])[C:21]([CH:23]2[CH2:25][CH2:24]2)=[O:22])[CH2:14]/[C:13]/1=[CH:12]\[C:9]1[CH:10]=[CH:11][N:7]([CH2:6][CH2:5][C:2]([OH:4])=[O:3])[N:8]=1)(=[O:41])[CH3:40]. The catalyst class is: 4.